Dataset: CYP3A4 inhibition data for predicting drug metabolism from PubChem BioAssay. Task: Regression/Classification. Given a drug SMILES string, predict its absorption, distribution, metabolism, or excretion properties. Task type varies by dataset: regression for continuous measurements (e.g., permeability, clearance, half-life) or binary classification for categorical outcomes (e.g., BBB penetration, CYP inhibition). Dataset: cyp3a4_veith. The molecule is CN(C)Cc1cc(C(F)(F)F)ccc1C(O)(c1ccccc1)c1ccccc1. The result is 1 (inhibitor).